From a dataset of Full USPTO retrosynthesis dataset with 1.9M reactions from patents (1976-2016). Predict the reactants needed to synthesize the given product. (1) Given the product [OH:8][C:9]1[CH:10]=[C:11]([C:44]2[CH:49]=[CH:48][C:47]([P:50](=[O:55])([O:53][CH3:54])[O:51][CH3:52])=[CH:46][CH:45]=2)[CH:12]=[CH:13][C:14]=1[C@@H:15]1[C@@H:18]([CH2:19][CH2:20][C@H:21]([O:29][Si:30]([C:33]([CH3:34])([CH3:35])[CH3:36])([CH3:32])[CH3:31])[C:22]2[CH:27]=[CH:26][C:25]([F:28])=[CH:24][CH:23]=2)[C:17](=[O:37])[N:16]1[C:38]1[CH:43]=[CH:42][CH:41]=[CH:40][CH:39]=1, predict the reactants needed to synthesize it. The reactants are: C([O:8][C:9]1[CH:10]=[C:11]([C:44]2[CH:49]=[CH:48][C:47]([P:50](=[O:55])([O:53][CH3:54])[O:51][CH3:52])=[CH:46][CH:45]=2)[CH:12]=[CH:13][C:14]=1[C@@H:15]1[C@@H:18]([CH2:19][CH2:20][C@H:21]([O:29][Si:30]([C:33]([CH3:36])([CH3:35])[CH3:34])([CH3:32])[CH3:31])[C:22]2[CH:27]=[CH:26][C:25]([F:28])=[CH:24][CH:23]=2)[C:17](=[O:37])[N:16]1[C:38]1[CH:43]=[CH:42][CH:41]=[CH:40][CH:39]=1)C1C=CC=CC=1.O. (2) The reactants are: C1(C)C=CC=CC=1.[CH3:8][N:9]1[C:17]([CH2:18][CH2:19][CH2:20][C:21]([OH:23])=[O:22])=[N:16][C:15]2[CH:14]=[C:13]([N:24]([CH2:28][CH2:29][Cl:30])[CH2:25][CH2:26][Cl:27])[CH:12]=[CH:11][C:10]1=2.Cl.CC(N(C)C)=O. Given the product [CH3:8][N:9]1[C:17]([CH2:18][CH2:19][CH2:20][C:21]([OH:23])=[O:22])=[N:16][C:15]2[CH:14]=[C:13]([N:24]([CH2:25][CH2:26][Cl:27])[CH2:28][CH2:29][Cl:30])[CH:12]=[CH:11][C:10]1=2, predict the reactants needed to synthesize it.